This data is from Catalyst prediction with 721,799 reactions and 888 catalyst types from USPTO. The task is: Predict which catalyst facilitates the given reaction. Reactant: [N+:1]([C:4]1[CH:9]=[CH:8][CH:7]=[CH:6][C:5]=1[S:10]([NH:13][C:14]1[CH:15]=[CH:16][C:17]([C:24]([F:27])([F:26])[F:25])=[C:18]2[C:23]=1[N:22]=[CH:21][CH:20]=[CH:19]2)(=[O:12])=[O:11])([O-])=O.Cl[Sn]Cl. Product: [NH2:1][C:4]1[CH:9]=[CH:8][CH:7]=[CH:6][C:5]=1[S:10]([NH:13][C:14]1[CH:15]=[CH:16][C:17]([C:24]([F:27])([F:26])[F:25])=[C:18]2[C:23]=1[N:22]=[CH:21][CH:20]=[CH:19]2)(=[O:12])=[O:11]. The catalyst class is: 422.